From a dataset of Forward reaction prediction with 1.9M reactions from USPTO patents (1976-2016). Predict the product of the given reaction. Given the reactants [C:1]([O:5][C:6](=[O:21])[CH2:7][O:8][C:9]1[C:14]2[CH2:15][CH2:16][CH2:17][CH2:18][CH:19]([NH2:20])[C:13]=2[CH:12]=[CH:11][CH:10]=1)([CH3:4])([CH3:3])[CH3:2].[Cl:22][C:23]1[CH:24]=[C:25]([S:30](Cl)(=[O:32])=[O:31])[CH:26]=[C:27]([Cl:29])[CH:28]=1.C(N(C(C)C)CC)(C)C, predict the reaction product. The product is: [C:1]([O:5][C:6](=[O:21])[CH2:7][O:8][C:9]1[C:14]2[CH2:15][CH2:16][CH2:17][CH2:18][CH:19]([NH:20][S:30]([C:25]3[CH:24]=[C:23]([Cl:22])[CH:28]=[C:27]([Cl:29])[CH:26]=3)(=[O:32])=[O:31])[C:13]=2[CH:12]=[CH:11][CH:10]=1)([CH3:4])([CH3:2])[CH3:3].